Dataset: Peptide-MHC class II binding affinity with 134,281 pairs from IEDB. Task: Regression. Given a peptide amino acid sequence and an MHC pseudo amino acid sequence, predict their binding affinity value. This is MHC class II binding data. (1) The peptide sequence is AYTSSDDQISLFDQS. The MHC is H-2-IAb with pseudo-sequence H-2-IAb. The binding affinity (normalized) is 0.186. (2) The peptide sequence is ANGYFSGHVIPACKN. The MHC is DRB1_0701 with pseudo-sequence DRB1_0701. The binding affinity (normalized) is 0.407. (3) The peptide sequence is MASHIHLVIHRIRTL. The MHC is HLA-DQA10201-DQB10301 with pseudo-sequence HLA-DQA10201-DQB10301. The binding affinity (normalized) is 0. (4) The peptide sequence is SIKAVYNFATCGIFA. The MHC is DRB1_0301 with pseudo-sequence DRB1_0301. The binding affinity (normalized) is 0.0628.